This data is from Reaction yield outcomes from USPTO patents with 853,638 reactions. The task is: Predict the reaction yield, written as a fraction of the theoretical maximum amount of product (1.0 means a 100% yield; for example, 0.34 means a 34% yield). (1) The reactants are Br[C:2]1[C:3]([CH3:24])=[C:4]([CH:21]=[CH:22][CH:23]=1)[CH2:5][NH:6][C:7]1[CH:20]=[CH:19][C:10]2[C@H:11]([CH2:14][C:15]([O:17][CH3:18])=[O:16])[CH2:12][O:13][C:9]=2[CH:8]=1.[CH3:25][C:26]1[S:27][C:28]([CH3:34])=[CH:29][C:30]=1B(O)O.C(=O)([O-])[O-].[Na+].[Na+].C1(P(C2CCCCC2)C2C=CC=CC=2C2C(OC)=CC=CC=2OC)CCCCC1. The catalyst is C1(C)C=CC=CC=1.C1C=CC(/C=C/C(/C=C/C2C=CC=CC=2)=O)=CC=1.C1C=CC(/C=C/C(/C=C/C2C=CC=CC=2)=O)=CC=1.C1C=CC(/C=C/C(/C=C/C2C=CC=CC=2)=O)=CC=1.[Pd].[Pd]. The product is [CH3:25][C:26]1[S:27][C:28]([CH3:34])=[CH:29][C:30]=1[C:2]1[C:3]([CH3:24])=[C:4]([CH:21]=[CH:22][CH:23]=1)[CH2:5][NH:6][C:7]1[CH:20]=[CH:19][C:10]2[C@H:11]([CH2:14][C:15]([O:17][CH3:18])=[O:16])[CH2:12][O:13][C:9]=2[CH:8]=1. The yield is 0.860. (2) The product is [NH:23]1[CH:24]=[CH:25][N:26]=[C:22]1[CH2:21][CH2:20][O:19][C:18]1[C:9]([I:8])=[N:10][CH:11]=[C:12]([CH:17]=1)[C:13]([O:15][CH3:16])=[O:14]. The reactants are C([SiH](CC)CC)C.[I:8][C:9]1[C:18]([O:19][CH2:20][CH2:21][C:22]2[N:23](C(C3C=CC=CC=3)(C3C=CC=CC=3)C3C=CC=CC=3)[CH:24]=[CH:25][N:26]=2)=[CH:17][C:12]([C:13]([O:15][CH3:16])=[O:14])=[CH:11][N:10]=1.FC(F)(F)C(O)=O. The yield is 0.620. No catalyst specified. (3) The reactants are [F:1][C:2]1[CH:7]=[CH:6][C:5]([C:8](=[O:12])[CH2:9][C:10]#[N:11])=[CH:4][CH:3]=1.[S:13]1CC(O)S[CH2:15][CH:14]1O.C(NCC)C. The catalyst is C(O)C. The product is [NH2:11][C:10]1[S:13][CH:14]=[CH:15][C:9]=1[C:8]([C:5]1[CH:4]=[CH:3][C:2]([F:1])=[CH:7][CH:6]=1)=[O:12]. The yield is 0.690. (4) The reactants are C(=O)([O-])[O-].[Na+].[Na+].[NH2:7][C:8]1[N:13]=[C:12]([OH:14])[C:11]([N+:15]([O-:17])=[O:16])=[C:10](Cl)[N:9]=1.[CH3:19][C:20]1[O:24][C:23](B(O)O)=[CH:22][CH:21]=1.CC1OC=CC=1. The catalyst is C1COCC1.C1C=CC([P]([Pd]([P](C2C=CC=CC=2)(C2C=CC=CC=2)C2C=CC=CC=2)([P](C2C=CC=CC=2)(C2C=CC=CC=2)C2C=CC=CC=2)[P](C2C=CC=CC=2)(C2C=CC=CC=2)C2C=CC=CC=2)(C2C=CC=CC=2)C2C=CC=CC=2)=CC=1.C(OCC)(=O)C. The yield is 0.670. The product is [NH2:7][C:8]1[N:13]=[C:12]([OH:14])[C:11]([N+:15]([O-:17])=[O:16])=[C:10]([C:23]2[O:24][C:20]([CH3:19])=[CH:21][CH:22]=2)[N:9]=1. (5) The reactants are [Br:1][C:2]1[CH:22]=[CH:21][C:5]([O:6][CH2:7][CH:8]2[CH2:13][CH2:12][N:11](C(OC(C)(C)C)=O)[CH2:10][CH2:9]2)=[C:4]([C:23]#[N:24])[CH:3]=1.[ClH:25].O1CCOCC1. The catalyst is C(Cl)Cl. The product is [OH:6][Cl:25].[Br:1][C:2]1[CH:22]=[CH:21][C:5]([O:6][CH2:7][CH:8]2[CH2:9][CH2:10][NH:11][CH2:12][CH2:13]2)=[C:4]([CH:3]=1)[C:23]#[N:24]. The yield is 0.980.